This data is from Peptide-MHC class I binding affinity with 185,985 pairs from IEDB/IMGT. The task is: Regression. Given a peptide amino acid sequence and an MHC pseudo amino acid sequence, predict their binding affinity value. This is MHC class I binding data. (1) The peptide sequence is YSLEYFQFV. The MHC is HLA-C15:02 with pseudo-sequence HLA-C15:02. The binding affinity (normalized) is 0.763. (2) The peptide sequence is KLKIISNDYK. The MHC is HLA-A33:01 with pseudo-sequence HLA-A33:01. The binding affinity (normalized) is 0.